Dataset: NCI-60 drug combinations with 297,098 pairs across 59 cell lines. Task: Regression. Given two drug SMILES strings and cell line genomic features, predict the synergy score measuring deviation from expected non-interaction effect. (1) Drug 1: COC1=C(C=C2C(=C1)N=CN=C2NC3=CC(=C(C=C3)F)Cl)OCCCN4CCOCC4. Synergy scores: CSS=23.1, Synergy_ZIP=-0.366, Synergy_Bliss=0.650, Synergy_Loewe=-8.29, Synergy_HSA=2.70. Drug 2: CCC1(CC2CC(C3=C(CCN(C2)C1)C4=CC=CC=C4N3)(C5=C(C=C6C(=C5)C78CCN9C7C(C=CC9)(C(C(C8N6C)(C(=O)OC)O)OC(=O)C)CC)OC)C(=O)OC)O.OS(=O)(=O)O. Cell line: LOX IMVI. (2) Drug 1: CN1C2=C(C=C(C=C2)N(CCCl)CCCl)N=C1CCCC(=O)O.Cl. Drug 2: C1C(C(OC1N2C=NC3=C2NC=NCC3O)CO)O. Cell line: OVCAR-4. Synergy scores: CSS=6.74, Synergy_ZIP=-1.71, Synergy_Bliss=0.891, Synergy_Loewe=0.362, Synergy_HSA=0.990. (3) Drug 1: CCN(CC)CCNC(=O)C1=C(NC(=C1C)C=C2C3=C(C=CC(=C3)F)NC2=O)C. Drug 2: CC1=C(C(=O)C2=C(C1=O)N3CC4C(C3(C2COC(=O)N)OC)N4)N. Cell line: OVCAR-4. Synergy scores: CSS=0.647, Synergy_ZIP=-0.0998, Synergy_Bliss=2.49, Synergy_Loewe=-10.3, Synergy_HSA=-4.53. (4) Drug 1: COC1=CC(=CC(=C1O)OC)C2C3C(COC3=O)C(C4=CC5=C(C=C24)OCO5)OC6C(C(C7C(O6)COC(O7)C8=CC=CS8)O)O. Drug 2: CC1C(C(=O)NC(C(=O)N2CCCC2C(=O)N(CC(=O)N(C(C(=O)O1)C(C)C)C)C)C(C)C)NC(=O)C3=C4C(=C(C=C3)C)OC5=C(C(=O)C(=C(C5=N4)C(=O)NC6C(OC(=O)C(N(C(=O)CN(C(=O)C7CCCN7C(=O)C(NC6=O)C(C)C)C)C)C(C)C)C)N)C. Cell line: LOX IMVI. Synergy scores: CSS=52.9, Synergy_ZIP=24.5, Synergy_Bliss=24.2, Synergy_Loewe=24.2, Synergy_HSA=24.9. (5) Drug 1: C1CC(=O)NC(=O)C1N2CC3=C(C2=O)C=CC=C3N. Drug 2: CC12CCC3C(C1CCC2=O)CC(=C)C4=CC(=O)C=CC34C. Cell line: HCT116. Synergy scores: CSS=25.0, Synergy_ZIP=0.201, Synergy_Bliss=-2.09, Synergy_Loewe=-1.88, Synergy_HSA=-1.86. (6) Drug 1: C1=C(C(=O)NC(=O)N1)N(CCCl)CCCl. Drug 2: CC1=C(C=C(C=C1)NC(=O)C2=CC=C(C=C2)CN3CCN(CC3)C)NC4=NC=CC(=N4)C5=CN=CC=C5. Cell line: T-47D. Synergy scores: CSS=6.47, Synergy_ZIP=-7.87, Synergy_Bliss=1.75, Synergy_Loewe=-2.99, Synergy_HSA=1.54. (7) Drug 1: CN1CCC(CC1)COC2=C(C=C3C(=C2)N=CN=C3NC4=C(C=C(C=C4)Br)F)OC. Drug 2: C1CCC(CC1)NC(=O)N(CCCl)N=O. Cell line: UO-31. Synergy scores: CSS=28.1, Synergy_ZIP=-6.03, Synergy_Bliss=1.19, Synergy_Loewe=3.77, Synergy_HSA=4.61. (8) Drug 1: CC12CCC3C(C1CCC2=O)CC(=C)C4=CC(=O)C=CC34C. Drug 2: CC1=C(C(=O)C2=C(C1=O)N3CC4C(C3(C2COC(=O)N)OC)N4)N. Cell line: SK-MEL-5. Synergy scores: CSS=47.0, Synergy_ZIP=-3.71, Synergy_Bliss=-5.57, Synergy_Loewe=-15.7, Synergy_HSA=-1.28. (9) Drug 1: C1=NC2=C(N1)C(=S)N=C(N2)N. Drug 2: COCCOC1=C(C=C2C(=C1)C(=NC=N2)NC3=CC=CC(=C3)C#C)OCCOC.Cl. Cell line: MALME-3M. Synergy scores: CSS=10.4, Synergy_ZIP=-5.60, Synergy_Bliss=0.240, Synergy_Loewe=-0.965, Synergy_HSA=-0.780.